This data is from Catalyst prediction with 721,799 reactions and 888 catalyst types from USPTO. The task is: Predict which catalyst facilitates the given reaction. Reactant: Br[C:2]1[CH:16]=[CH:15][C:5]([CH2:6][O:7][Si:8]([C:11]([CH3:14])([CH3:13])[CH3:12])([CH3:10])[CH3:9])=[CH:4][CH:3]=1.II.[O:19]1[CH:21]([CH3:22])[CH2:20]1.[NH4+].[Cl-]. Product: [Si:8]([O:7][CH2:6][C:5]1[CH:15]=[CH:16][C:2]([CH2:20][CH:21]([OH:19])[CH3:22])=[CH:3][CH:4]=1)([C:11]([CH3:14])([CH3:13])[CH3:12])([CH3:10])[CH3:9]. The catalyst class is: 1.